Dataset: Forward reaction prediction with 1.9M reactions from USPTO patents (1976-2016). Task: Predict the product of the given reaction. (1) Given the reactants Cl.[NH2:2][CH:3]([CH3:34])[C:4]([NH:6][CH:7]([CH2:24][C:25]1[CH:30]=[C:29]([F:31])[C:28]([F:32])=[CH:27][C:26]=1[F:33])[CH2:8][C:9](=[O:23])[N:10]1[CH2:15][CH2:14][N:13]2[C:16]([C:19]([F:22])([F:21])[F:20])=[N:17][N:18]=[C:12]2[CH2:11]1)=[O:5].C([O-])([O-])=O.[Na+].[Na+], predict the reaction product. The product is: [NH2:2][CH:3]([CH3:34])[C:4]([NH:6][CH:7]([CH2:24][C:25]1[CH:30]=[C:29]([F:31])[C:28]([F:32])=[CH:27][C:26]=1[F:33])[CH2:8][C:9](=[O:23])[N:10]1[CH2:15][CH2:14][N:13]2[C:16]([C:19]([F:21])([F:20])[F:22])=[N:17][N:18]=[C:12]2[CH2:11]1)=[O:5]. (2) Given the reactants [F:1][CH:2]([F:24])[C@H:3]1[O:11][C@H:10]2[C@H:6]([N:7]=[C:8]([N:12]([CH2:20][CH3:21])[C:13](=[O:19])[O:14][C:15]([CH3:18])([CH3:17])[CH3:16])[S:9]2)[C@@H:5]([OH:22])[C@@H:4]1[OH:23].N1C=CN=C1.[CH3:30][C:31]([Si:34](Cl)([CH3:36])[CH3:35])([CH3:33])[CH3:32], predict the reaction product. The product is: [Si:34]([O:22][C@@H:5]1[C@H:6]2[N:7]=[C:8]([N:12]([CH2:20][CH3:21])[C:13](=[O:19])[O:14][C:15]([CH3:16])([CH3:17])[CH3:18])[S:9][C@H:10]2[O:11][C@H:3]([CH:2]([F:1])[F:24])[C@H:4]1[OH:23])([C:31]([CH3:33])([CH3:32])[CH3:30])([CH3:36])[CH3:35]. (3) Given the reactants C([O:3][C:4]([CH:6]1[CH2:11][CH2:10][N:9]([C:12]2[CH:19]=[CH:18][C:15]([C:16]#[N:17])=[CH:14][CH:13]=2)[CH2:8][CH2:7]1)=[O:5])C.[OH-].[Na+].Cl, predict the reaction product. The product is: [C:4]([CH:6]1[CH2:11][CH2:10][N:9]([C:12]2[CH:13]=[CH:14][C:15]([C:16]#[N:17])=[CH:18][CH:19]=2)[CH2:8][CH2:7]1)([OH:5])=[O:3]. (4) Given the reactants [NH2:1][C:2]1[CH:3]=[C:4]([C:9]([Br:12])=[CH:10][N:11]=1)[C:5]([O:7][CH3:8])=[O:6].[CH2:13]([N:16]=[C:17]=[O:18])[CH2:14][CH3:15], predict the reaction product. The product is: [Br:12][C:9]1[C:4]([C:5]([O:7][CH3:8])=[O:6])=[CH:3][C:2]([NH:1][C:17]([NH:16][CH2:13][CH2:14][CH3:15])=[O:18])=[N:11][CH:10]=1. (5) Given the reactants C([O:4][CH2:5][C:6]([N:8]([C@H:16]1[C:25]2[C:20](=[CH:21][CH:22]=[CH:23][CH:24]=2)[N:19](C(=O)C2C=C(C(F)(F)F)C=C(C(F)(F)F)C=2)[C@@H:18]([CH3:42])[CH2:17]1)[C:9]1[CH:14]=[CH:13][C:12]([Cl:15])=[CH:11][CH:10]=1)=[O:7])(=O)C.[OH-].[K+].Cl, predict the reaction product. The product is: [Cl:15][C:12]1[CH:11]=[CH:10][C:9]([N:8]([C@H:16]2[C:25]3[C:20](=[CH:21][CH:22]=[CH:23][CH:24]=3)[NH:19][C@@H:18]([CH3:42])[CH2:17]2)[C:6](=[O:7])[CH2:5][OH:4])=[CH:14][CH:13]=1. (6) Given the reactants [Mg].[C:2]12([C:12]3[CH:26]=[C:25](Br)[CH:24]=[CH:23][C:13]=3[O:14][CH2:15][CH:16]3[CH2:20][O:19][C:18]([CH3:22])([CH3:21])[O:17]3)[CH2:11][CH:6]3[CH2:7][CH:8]([CH2:10][CH:4]([CH2:5]3)[CH2:3]1)[CH2:9]2.BrC(Br)C.Br[C:33]1[CH:34]=[C:35]2[C:40](=[CH:41][CH:42]=1)[CH:39]=[C:38]([C:43]([O:45][CH3:46])=[O:44])[CH:37]=[CH:36]2.[Cl-].[NH4+], predict the reaction product. The product is: [C:2]12([C:12]3[CH:26]=[C:25]([C:33]4[CH:34]=[C:35]5[C:40](=[CH:41][CH:42]=4)[CH:39]=[C:38]([C:43]([O:45][CH3:46])=[O:44])[CH:37]=[CH:36]5)[CH:24]=[CH:23][C:13]=3[O:14][CH2:15][CH:16]3[CH2:20][O:19][C:18]([CH3:22])([CH3:21])[O:17]3)[CH2:11][CH:6]3[CH2:7][CH:8]([CH2:10][CH:4]([CH2:5]3)[CH2:3]1)[CH2:9]2. (7) Given the reactants [O:1]1[C:5]2([CH2:10][CH2:9][C:8]([C:11]3[C:20]4[C:15](=[CH:16][CH:17]=[CH:18][CH:19]=4)[NH:14][C:13](=[O:21])[CH:12]=3)=[CH:7][CH2:6]2)[O:4][CH2:3][CH2:2]1.C([O-])(O)=O.[Na+].N#N, predict the reaction product. The product is: [O:4]1[C:5]2([CH2:10][CH2:9][CH:8]([C:11]3[C:20]4[C:15](=[CH:16][CH:17]=[CH:18][CH:19]=4)[NH:14][C:13](=[O:21])[CH:12]=3)[CH2:7][CH2:6]2)[O:1][CH2:2][CH2:3]1.